Dataset: Forward reaction prediction with 1.9M reactions from USPTO patents (1976-2016). Task: Predict the product of the given reaction. (1) Given the reactants [NH2:1][C:2]1[CH:3]=[C:4]([N:8]([CH:22]2[CH2:24][CH2:23]2)[C:9]2[N:10]=[CH:11][C:12]3[N:17]=[C:16]([NH:18][C:19](=[O:21])[CH3:20])[S:15][C:13]=3[N:14]=2)[CH:5]=[CH:6][CH:7]=1.[Cl:25][C:26]1[C:34]([C:35]([C:38]#[N:39])([CH3:37])[CH3:36])=[CH:33][CH:32]=[CH:31][C:27]=1[C:28](O)=[O:29].F[P-](F)(F)(F)(F)F.N1(OC(N(C)C)=[N+](C)C)C2N=CC=CC=2N=N1.C(=O)([O-])O.[Na+], predict the reaction product. The product is: [C:19]([NH:18][C:16]1[S:15][C:13]2[N:14]=[C:9]([N:8]([CH:22]3[CH2:24][CH2:23]3)[C:4]3[CH:3]=[C:2]([NH:1][C:28](=[O:29])[C:27]4[CH:31]=[CH:32][CH:33]=[C:34]([C:35]([C:38]#[N:39])([CH3:37])[CH3:36])[C:26]=4[Cl:25])[CH:7]=[CH:6][CH:5]=3)[N:10]=[CH:11][C:12]=2[N:17]=1)(=[O:21])[CH3:20]. (2) Given the reactants [Br:1][C:2]1[C:7]([CH3:8])=[CH:6][CH:5]=[CH:4][C:3]=1[C:9](=[O:11])[CH3:10].B.Cl, predict the reaction product. The product is: [Br:1][C:2]1[C:7]([CH3:8])=[CH:6][CH:5]=[CH:4][C:3]=1[C@@H:9]([OH:11])[CH3:10]. (3) Given the reactants [CH3:1][N:2]1[CH2:7][CH2:6][NH:5][CH2:4][CH2:3]1.Br[CH2:9][CH2:10][Cl:11], predict the reaction product. The product is: [Cl:11][CH2:10][CH2:9][N:5]1[CH2:6][CH2:7][N:2]([CH3:1])[CH2:3][CH2:4]1. (4) Given the reactants [C:1]([O:5][C@@H:6]([C:12]1[C:38]([CH3:39])=[N:37][C:36]2=[CH:40][C:33]3=[N:34][N:35]2[C:13]=1[N:14]1[CH2:42][CH2:41][C:17]([CH3:43])([O:18][CH2:19][CH2:20][CH2:21][CH2:22][CH2:23][C:24]2[CH:25]=[CH:26][CH:27]=[CH:28][C:29]=2[CH2:30][O:31][CH2:32]3)[CH2:16][CH2:15]1)[C:7]([O:9]CC)=[O:8])([CH3:4])([CH3:3])[CH3:2].[OH-].[Na+].[CH3:46]CO, predict the reaction product. The product is: [C:1]([O:5][C@@H:6]([C:12]1[C:38]([CH3:39])=[N:37][C:36]2=[CH:40][C:33]3=[N:34][N:35]2[C:13]=1[N:14]1[CH2:15][CH2:16][C:17]([CH3:43])([O:18][CH2:19][CH2:20][CH2:46][CH2:21][CH2:22][CH2:23][C:24]2[CH:25]=[CH:26][CH:27]=[CH:28][C:29]=2[CH2:30][O:31][CH2:32]3)[CH2:41][CH2:42]1)[C:7]([OH:9])=[O:8])([CH3:3])([CH3:2])[CH3:4]. (5) Given the reactants [CH3:1][N:2]1[CH:6]=[CH:5][N:4]=[CH:3]1.[CH3:7][O:8][C:9]1[CH:10]=[C:11]([CH:14]=[CH:15][C:16]=1[O:17][CH3:18])[CH2:12][Br:13].C(OCC)C, predict the reaction product. The product is: [Br-:13].[CH3:7][O:8][C:9]1[CH:10]=[C:11]([CH:14]=[CH:15][C:16]=1[O:17][CH3:18])[CH2:12][N:4]1[CH:5]=[CH:6][N+:2]([CH3:1])=[CH:3]1. (6) Given the reactants [CH2:1]([O:8][NH:9][C:10]([C@@H:12]1[N:17]([S:18]([C:21]2[CH:26]=[CH:25][C:24]([O:27][CH3:28])=[CH:23][CH:22]=2)(=[O:20])=[O:19])[CH2:16][C@@H:15]2[O:29]C(C)(C)[O:31][C@H:14]2[C@@H:13]1[OH:34])=[O:11])[C:2]1[CH:7]=[CH:6][CH:5]=[CH:4][CH:3]=1, predict the reaction product. The product is: [CH2:1]([O:8][NH:9][C:10]([C@H:12]1[C@@H:13]([OH:34])[C@H:14]([OH:31])[C@@H:15]([OH:29])[CH2:16][N:17]1[S:18]([C:21]1[CH:22]=[CH:23][C:24]([O:27][CH3:28])=[CH:25][CH:26]=1)(=[O:20])=[O:19])=[O:11])[C:2]1[CH:7]=[CH:6][CH:5]=[CH:4][CH:3]=1.